Dataset: Full USPTO retrosynthesis dataset with 1.9M reactions from patents (1976-2016). Task: Predict the reactants needed to synthesize the given product. (1) Given the product [CH3:1][C:2]1[CH:3]=[CH:4][C:5]([C:8]2[C:17]([C:18]3[CH:19]=[CH:20][C:21]([CH3:24])=[CH:22][CH:23]=3)=[N:16][C:15]3[C:10](=[CH:11][CH:12]=[CH:13][C:14]=3[NH2:25])[N:9]=2)=[CH:6][CH:7]=1, predict the reactants needed to synthesize it. The reactants are: [CH3:1][C:2]1[CH:7]=[CH:6][C:5]([C:8]2[C:17]([C:18]3[CH:23]=[CH:22][C:21]([CH3:24])=[CH:20][CH:19]=3)=[N:16][C:15]3[C:10](=[CH:11][CH:12]=[CH:13][C:14]=3[N+:25]([O-])=O)[N:9]=2)=[CH:4][CH:3]=1. (2) Given the product [Cl:1][C:2]1[CH:3]=[C:4]2[C:9](=[CH:10][CH:11]=1)[C@:8]([CH2:17][O:18][C:19]1[CH:31]=[CH:30][C:22]([C:23]([OH:25])=[O:24])=[CH:21][C:20]=1[N+:32]([O-:34])=[O:33])([CH:12]=[O:13])[CH2:7][CH2:6][CH2:5]2, predict the reactants needed to synthesize it. The reactants are: [Cl:1][C:2]1[CH:3]=[C:4]2[C:9](=[CH:10][CH:11]=1)[C@:8]([CH2:17][O:18][C:19]1[CH:31]=[CH:30][C:22]([C:23]([O:25]C(C)(C)C)=[O:24])=[CH:21][C:20]=1[N+:32]([O-:34])=[O:33])([CH:12](OC)[O:13]C)[CH2:7][CH2:6][CH2:5]2.[O-]S(C(F)(F)F)(=O)=O.[Er+3].[O-]S(C(F)(F)F)(=O)=O.[O-]S(C(F)(F)F)(=O)=O.O.